From a dataset of Forward reaction prediction with 1.9M reactions from USPTO patents (1976-2016). Predict the product of the given reaction. (1) Given the reactants [CH2:1]([CH:9]([CH2:12][CH2:13][CH2:14][CH2:15][CH2:16][CH2:17][CH2:18][CH2:19][CH2:20][CH3:21])[CH2:10][OH:11])[CH2:2][CH2:3][CH2:4][CH2:5][CH2:6][CH2:7][CH3:8].CC(C)=[O:24].OS(O)(=O)=O.O=[Cr](=O)=O, predict the reaction product. The product is: [CH2:1]([CH:9]([CH2:12][CH2:13][CH2:14][CH2:15][CH2:16][CH2:17][CH2:18][CH2:19][CH2:20][CH3:21])[C:10]([OH:24])=[O:11])[CH2:2][CH2:3][CH2:4][CH2:5][CH2:6][CH2:7][CH3:8]. (2) Given the reactants Cl.[C:2]1([C:8]2[N:9]=[C:10]([CH2:13][NH:14]C(=O)C3C=CC=CC=3)[S:11][CH:12]=2)[CH:7]=[CH:6][CH:5]=[CH:4][CH:3]=1.C(Cl)(Cl)Cl.CO, predict the reaction product. The product is: [C:2]1([C:8]2[N:9]=[C:10]([CH2:13][NH2:14])[S:11][CH:12]=2)[CH:3]=[CH:4][CH:5]=[CH:6][CH:7]=1. (3) Given the reactants [Cl:1][C:2]1[C:3]([NH:13][CH2:14][C:15]([NH:18][C:19](=[O:27])[C:20]2[CH:25]=[CH:24][C:23]([F:26])=[CH:22][CH:21]=2)([CH3:17])[CH3:16])=[N:4][CH:5]=[C:6]([CH:12]=1)[C:7](OCC)=[O:8].[Li+].[BH4-].Cl.C(=O)([O-])[O-].[K+].[K+], predict the reaction product. The product is: [Cl:1][C:2]1[C:3]([NH:13][CH2:14][C:15]([NH:18][C:19](=[O:27])[C:20]2[CH:21]=[CH:22][C:23]([F:26])=[CH:24][CH:25]=2)([CH3:17])[CH3:16])=[N:4][CH:5]=[C:6]([CH2:7][OH:8])[CH:12]=1. (4) Given the reactants CC1[C@@H:8]2[C:9](C)([CH3:10])[C@@H:6]([CH2:7]2)[C:4](=[O:5])[CH:3]=1.C(#N)C.O.CC[O:18][C:19]([CH3:21])=[O:20], predict the reaction product. The product is: [C:4]([C@@H:6]1[CH2:7][C@H:21]([C:19]([OH:18])=[O:20])[C:9]1([CH3:10])[CH3:8])(=[O:5])[CH3:3]. (5) Given the reactants [CH3:1][O:2][C:3]([CH:5]1[N:9]2[C:10](=[O:30])[C:11]([CH:28]=[O:29])=[C:12]([CH2:17][C:18]3[C:27]4[C:22](=[CH:23][CH:24]=[CH:25][CH:26]=4)[CH:21]=[CH:20][CH:19]=3)[C:13]([CH:14]3[CH2:16][CH2:15]3)=[C:8]2[S:7][CH2:6]1)=[O:4].CSC, predict the reaction product. The product is: [CH3:1][O:2][C:3]([C@H:5]1[N:9]2[C:10](=[O:30])[C:11]([CH2:28][OH:29])=[C:12]([CH2:17][C:18]3[C:27]4[C:22](=[CH:23][CH:24]=[CH:25][CH:26]=4)[CH:21]=[CH:20][CH:19]=3)[C:13]([CH:14]3[CH2:16][CH2:15]3)=[C:8]2[S:7][CH2:6]1)=[O:4]. (6) Given the reactants [Cl:1][C:2]1[CH:7]=[CH:6][C:5]([NH:8][C:9](=[O:20])[C:10]2[CH:15]=[CH:14][C:13]([S:16]([CH3:19])(=[O:18])=[O:17])=[CH:12][CH:11]=2)=[CH:4][C:3]=1B1OC(C)(C)C(C)(C)O1.[F:30][C:31]([F:40])([F:39])[C:32]1[CH:33]=[CH:34][C:35](Br)=[N:36][CH:37]=1, predict the reaction product. The product is: [Cl:1][C:2]1[CH:7]=[CH:6][C:5]([NH:8][C:9](=[O:20])[C:10]2[CH:11]=[CH:12][C:13]([S:16]([CH3:19])(=[O:17])=[O:18])=[CH:14][CH:15]=2)=[CH:4][C:3]=1[C:35]1[CH:34]=[CH:33][C:32]([C:31]([F:40])([F:39])[F:30])=[CH:37][N:36]=1.